Dataset: NCI-60 drug combinations with 297,098 pairs across 59 cell lines. Task: Regression. Given two drug SMILES strings and cell line genomic features, predict the synergy score measuring deviation from expected non-interaction effect. (1) Drug 1: C(=O)(N)NO. Drug 2: N.N.Cl[Pt+2]Cl. Cell line: MDA-MB-231. Synergy scores: CSS=55.7, Synergy_ZIP=-5.64, Synergy_Bliss=-5.18, Synergy_Loewe=0.108, Synergy_HSA=2.94. (2) Drug 1: CC1C(C(CC(O1)OC2CC(CC3=C2C(=C4C(=C3O)C(=O)C5=C(C4=O)C(=CC=C5)OC)O)(C(=O)C)O)N)O.Cl. Drug 2: CC1CCC2CC(C(=CC=CC=CC(CC(C(=O)C(C(C(=CC(C(=O)CC(OC(=O)C3CCCCN3C(=O)C(=O)C1(O2)O)C(C)CC4CCC(C(C4)OC)O)C)C)O)OC)C)C)C)OC. Cell line: HOP-92. Synergy scores: CSS=30.3, Synergy_ZIP=-9.48, Synergy_Bliss=-4.13, Synergy_Loewe=-0.732, Synergy_HSA=-0.180. (3) Drug 1: C1CC(C1)(C(=O)O)C(=O)O.[NH2-].[NH2-].[Pt+2]. Drug 2: CC=C1C(=O)NC(C(=O)OC2CC(=O)NC(C(=O)NC(CSSCCC=C2)C(=O)N1)C(C)C)C(C)C. Cell line: SNB-19. Synergy scores: CSS=34.4, Synergy_ZIP=1.42, Synergy_Bliss=5.75, Synergy_Loewe=-11.7, Synergy_HSA=3.94.